Predict the reaction yield, written as a fraction of the theoretical maximum amount of product (1.0 means a 100% yield; for example, 0.34 means a 34% yield). From a dataset of Reaction yield outcomes from USPTO patents with 853,638 reactions. (1) The reactants are [Br:1][C:2]1[CH:3]=[CH:4][CH:5]=[C:6]2[C:11]=1[NH:10][C:9](=O)[N:8]([CH:13]1[CH2:18][CH2:17][O:16][CH2:15][CH2:14]1)[C:7]2=[O:19].P(Cl)(Cl)([Cl:22])=O.C(N(C(C)C)C(C)C)C.C([O-])(O)=O.[Na+]. No catalyst specified. The product is [Br:1][C:2]1[CH:3]=[CH:4][CH:5]=[C:6]2[C:11]=1[N:10]=[C:9]([Cl:22])[N:8]([CH:13]1[CH2:18][CH2:17][O:16][CH2:15][CH2:14]1)[C:7]2=[O:19]. The yield is 0.910. (2) The reactants are [F:1][C:2]([F:7])([F:6])[C:3]([OH:5])=[O:4].[CH3:8][N:9]([CH2:11][C:12]1[CH:13]=[C:14]([C:20]2[CH:21]=[C:22]3[C:26](=[C:27]([C:29]([NH2:31])=[O:30])[CH:28]=2)[NH:25][CH:24]=[C:23]3[CH:32]2[CH2:37][CH2:36][N:35]([S:38]([CH2:41][CH3:42])(=[O:40])=[O:39])[CH2:34][CH2:33]2)[CH:15]=[CH:16][C:17]=1[O:18][CH3:19])C.CN.CNC. No catalyst specified. The product is [F:1][C:2]([F:7])([F:6])[C:3]([OH:5])=[O:4].[CH2:41]([S:38]([N:35]1[CH2:36][CH2:37][CH:32]([C:23]2[C:22]3[C:26](=[C:27]([C:29]([NH2:31])=[O:30])[CH:28]=[C:20]([C:14]4[CH:15]=[CH:16][C:17]([O:18][CH3:19])=[C:12]([CH2:11][NH:9][CH3:8])[CH:13]=4)[CH:21]=3)[NH:25][CH:24]=2)[CH2:33][CH2:34]1)(=[O:40])=[O:39])[CH3:42]. The yield is 0.160.